This data is from NCI-60 drug combinations with 297,098 pairs across 59 cell lines. The task is: Regression. Given two drug SMILES strings and cell line genomic features, predict the synergy score measuring deviation from expected non-interaction effect. (1) Drug 1: C1=C(C(=O)NC(=O)N1)F. Drug 2: CC1=C(C(=O)C2=C(C1=O)N3CC4C(C3(C2COC(=O)N)OC)N4)N. Cell line: SF-539. Synergy scores: CSS=51.9, Synergy_ZIP=-13.9, Synergy_Bliss=-18.2, Synergy_Loewe=-17.0, Synergy_HSA=-12.0. (2) Drug 1: C1=CC(=CC=C1CCC2=CNC3=C2C(=O)NC(=N3)N)C(=O)NC(CCC(=O)O)C(=O)O. Drug 2: C1=CN(C(=O)N=C1N)C2C(C(C(O2)CO)O)O.Cl. Cell line: NCI-H522. Synergy scores: CSS=41.7, Synergy_ZIP=-12.3, Synergy_Bliss=-9.93, Synergy_Loewe=-11.0, Synergy_HSA=-5.96.